Dataset: Full USPTO retrosynthesis dataset with 1.9M reactions from patents (1976-2016). Task: Predict the reactants needed to synthesize the given product. (1) Given the product [CH2:1]([N:8]1[CH2:12][CH2:11][C@H:10]([NH:13][C:15]2[CH:20]=[CH:19][CH:18]=[C:17]([F:21])[CH:16]=2)[CH2:9]1)[C:2]1[CH:3]=[CH:4][CH:5]=[CH:6][CH:7]=1, predict the reactants needed to synthesize it. The reactants are: [CH2:1]([N:8]1[CH2:12][CH2:11][C@H:10]([NH2:13])[CH2:9]1)[C:2]1[CH:7]=[CH:6][CH:5]=[CH:4][CH:3]=1.Br[C:15]1[CH:16]=[C:17]([F:21])[CH:18]=[CH:19][CH:20]=1.CC(C)([O-])C.[Na+]. (2) Given the product [C:1]1([C:7]2([CH3:27])[CH2:13][N:14]([CH3:26])[C:15](=[O:16])[N:17]([C:18]([CH3:19])([CH2:20][C:21]([CH3:23])([CH3:24])[CH3:22])[CH3:25])[C:8]2=[O:9])[CH2:2][CH2:3][CH2:4][CH2:5][CH:6]=1, predict the reactants needed to synthesize it. The reactants are: [CH:1]1([C:7]([CH3:27])([CH2:13][N:14]([CH3:26])[C:15]([NH:17][C:18]([CH3:25])([CH2:20][C:21]([CH3:24])([CH3:23])[CH3:22])[CH3:19])=[O:16])[C:8](OCC)=[O:9])[CH2:6][CH2:5][CH2:4][CH2:3][CH2:2]1.C1(C(C)(CN(C)C(NC(C)(CC(C)(C)C)C)=O)C(OCC)=O)CCCCC=1.CC([O-])(C)C.[K+]. (3) Given the product [F:39][CH:10]1[C:9]2[C:4](=[CH:5][CH:6]=[C:7]([C:12](=[O:37])[CH2:13][C:14]3[CH:15]=[C:16]([O:24][CH3:25])[C:17]([O:22][CH3:23])=[C:18]([O:20][CH3:21])[CH:19]=3)[CH:8]=2)[O:3][C:2]([CH3:1])([CH3:38])[CH2:11]1, predict the reactants needed to synthesize it. The reactants are: [CH3:1][C:2]1([CH3:38])[CH2:11][CH2:10][C:9]2[C:4](=[CH:5][CH:6]=[C:7]([C:12](=[O:37])[CH:13](OS(C3C=CC(C)=CC=3)(=O)=O)[C:14]3[CH:19]=[C:18]([O:20][CH3:21])[C:17]([O:22][CH3:23])=[C:16]([O:24][CH3:25])[CH:15]=3)[CH:8]=2)[O:3]1.[F-:39].[K+]. (4) Given the product [CH:4]12[CH2:8][CH:7]([C:11](=[O:13])[CH2:12]1)[CH:6]1[CH:5]2[CH:15]=[CH:16][CH2:17]1, predict the reactants needed to synthesize it. The reactants are: [N+]([C:4]1[CH:12]=[CH:11][C:7]([C:8](Cl)=O)=[CH:6][CH:5]=1)([O-])=O.[OH2:13].N1C=C[CH:17]=[CH:16][CH:15]=1. (5) Given the product [N:15]1[C:16]2[C:11](=[CH:10][CH:9]=[CH:8][C:7]=2[CH:19]=[O:20])[CH:12]=[CH:13][CH:14]=1, predict the reactants needed to synthesize it. The reactants are: C([Li])(CC)C.Br[C:7]1[CH:8]=[CH:9][CH:10]=[C:11]2[C:16]=1[N:15]=[CH:14][CH:13]=[CH:12]2.CN(C)[CH:19]=[O:20].